Task: Regression. Given a peptide amino acid sequence and an MHC pseudo amino acid sequence, predict their binding affinity value. This is MHC class I binding data.. Dataset: Peptide-MHC class I binding affinity with 185,985 pairs from IEDB/IMGT The peptide sequence is AESICSYWL. The binding affinity (normalized) is 1.00. The MHC is HLA-B40:01 with pseudo-sequence HLA-B40:01.